The task is: Regression. Given two drug SMILES strings and cell line genomic features, predict the synergy score measuring deviation from expected non-interaction effect.. This data is from Merck oncology drug combination screen with 23,052 pairs across 39 cell lines. (1) Drug 1: C#Cc1cccc(Nc2ncnc3cc(OCCOC)c(OCCOC)cc23)c1. Drug 2: CCc1cnn2c(NCc3ccc[n+]([O-])c3)cc(N3CCCCC3CCO)nc12. Cell line: RKO. Synergy scores: synergy=1.98. (2) Drug 1: CCC1(O)C(=O)OCc2c1cc1n(c2=O)Cc2cc3c(CN(C)C)c(O)ccc3nc2-1. Drug 2: Cn1c(=O)n(-c2ccc(C(C)(C)C#N)cc2)c2c3cc(-c4cnc5ccccc5c4)ccc3ncc21. Cell line: NCIH1650. Synergy scores: synergy=21.4. (3) Drug 1: CN(C)C(=N)N=C(N)N. Drug 2: C=CCn1c(=O)c2cnc(Nc3ccc(N4CCN(C)CC4)cc3)nc2n1-c1cccc(C(C)(C)O)n1. Cell line: NCIH1650. Synergy scores: synergy=9.33. (4) Drug 1: O=C(NOCC(O)CO)c1ccc(F)c(F)c1Nc1ccc(I)cc1F. Drug 2: CNC(=O)c1cc(Oc2ccc(NC(=O)Nc3ccc(Cl)c(C(F)(F)F)c3)cc2)ccn1. Cell line: OV90. Synergy scores: synergy=18.6. (5) Drug 1: CN(C)C(=N)N=C(N)N. Drug 2: Cn1c(=O)n(-c2ccc(C(C)(C)C#N)cc2)c2c3cc(-c4cnc5ccccc5c4)ccc3ncc21. Cell line: UWB1289BRCA1. Synergy scores: synergy=26.6. (6) Drug 2: Cn1c(=O)n(-c2ccc(C(C)(C)C#N)cc2)c2c3cc(-c4cnc5ccccc5c4)ccc3ncc21. Drug 1: O=C(O)C1(Cc2cccc(Nc3nccs3)n2)CCC(Oc2cccc(Cl)c2F)CC1. Synergy scores: synergy=10.4. Cell line: NCIH1650.